From a dataset of Forward reaction prediction with 1.9M reactions from USPTO patents (1976-2016). Predict the product of the given reaction. (1) The product is: [CH3:24][O:25][C:26]1[CH:31]=[C:30]([O:32][CH3:33])[CH:29]=[CH:28][C:27]=1[C:2]1[N:11]=[C:10]([NH:12][CH2:13][CH2:14][NH:15][C:16]2[CH:23]=[CH:22][C:19]([C:20]#[N:21])=[CH:18][N:17]=2)[C:9]2[C:4](=[CH:5][CH:6]=[CH:7][CH:8]=2)[N:3]=1. Given the reactants Cl[C:2]1[N:11]=[C:10]([NH:12][CH2:13][CH2:14][NH:15][C:16]2[CH:23]=[CH:22][C:19]([C:20]#[N:21])=[CH:18][N:17]=2)[C:9]2[C:4](=[CH:5][CH:6]=[CH:7][CH:8]=2)[N:3]=1.[CH3:24][O:25][C:26]1[CH:31]=[C:30]([O:32][CH3:33])[CH:29]=[CH:28][C:27]=1B(O)O.C([O-])(O)=O.[Na+], predict the reaction product. (2) Given the reactants O.[OH-].[Li+].C([O:7][CH2:8][CH2:9][CH:10]([N:12]1[C:24]2[C:23]3[CH:22]=[CH:21][C:20]([Br:25])=[CH:19][C:18]=3[N:17]=[CH:16][C:15]=2[N:14]=[C:13]1[CH2:26][O:27]C(=O)C)[CH3:11])(=O)C, predict the reaction product. The product is: [Br:25][C:20]1[CH:21]=[CH:22][C:23]2[C:24]3[N:12]([CH:10]([CH3:11])[CH2:9][CH2:8][OH:7])[C:13]([CH2:26][OH:27])=[N:14][C:15]=3[CH:16]=[N:17][C:18]=2[CH:19]=1. (3) Given the reactants Br[C:2]1[CH:3]=[C:4]2[N:10]=[C:9]([NH:11][C:12](=[O:14])[CH3:13])[S:8][C:5]2=[N:6][CH:7]=1.[CH3:15][C:16]([O:19][C:20]([N:22]1[CH2:28][C:27]2[CH:29]=[C:30](B(O)O)[CH:31]=[CH:32][C:26]=2[O:25][CH2:24][CH2:23]1)=[O:21])([CH3:18])[CH3:17].C(N(C(C)C)CC)(C)C, predict the reaction product. The product is: [C:12]([NH:11][C:9]1[S:8][C:5]2[C:4]([N:10]=1)=[CH:3][C:2]([C:30]1[CH:31]=[CH:32][C:26]3[O:25][CH2:24][CH2:23][N:22]([C:20]([O:19][C:16]([CH3:17])([CH3:15])[CH3:18])=[O:21])[CH2:28][C:27]=3[CH:29]=1)=[CH:7][N:6]=2)(=[O:14])[CH3:13]. (4) Given the reactants O[C:2]1[C:11]2[C:6](=[CH:7][CH:8]=[CH:9][CH:10]=2)[N:5]=[CH:4][N:3]=1.O=P(Cl)(Cl)[Cl:14], predict the reaction product. The product is: [Cl:14][C:2]1[C:11]2[C:6](=[CH:7][CH:8]=[CH:9][CH:10]=2)[N:5]=[CH:4][N:3]=1.